From a dataset of Peptide-MHC class II binding affinity with 134,281 pairs from IEDB. Regression. Given a peptide amino acid sequence and an MHC pseudo amino acid sequence, predict their binding affinity value. This is MHC class II binding data. (1) The peptide sequence is DTFRKLFRDYSNFLR. The MHC is DRB1_0101 with pseudo-sequence DRB1_0101. The binding affinity (normalized) is 0.512. (2) The peptide sequence is YDQFLANVSTVLTGK. The MHC is DRB1_0701 with pseudo-sequence DRB1_0701. The binding affinity (normalized) is 0.720.